From a dataset of Reaction yield outcomes from USPTO patents with 853,638 reactions. Predict the reaction yield, written as a fraction of the theoretical maximum amount of product (1.0 means a 100% yield; for example, 0.34 means a 34% yield). (1) The reactants are [CH3:1][C@H:2]1[C@@H:6]([C:7]2[N:11]3[C:12]4[CH:18]=[CH:17][N:16](S(C5C=CC(C)=CC=5)(=O)=O)[C:13]=4[N:14]=[CH:15][C:10]3=[N:9][CH:8]=2)[CH2:5][C@H:4]([N:29]2[CH2:34][CH2:33][CH:32]([C:35]#[N:36])[CH2:31][CH2:30]2)[CH2:3]1.[C-]#N.[K+]. The catalyst is CO. The product is [CH:18]1[C:12]2[N:11]3[C:7]([C@@H:6]4[C@H:2]([CH3:1])[CH2:3][C@@H:4]([N:29]5[CH2:34][CH2:33][CH:32]([C:35]#[N:36])[CH2:31][CH2:30]5)[CH2:5]4)=[CH:8][N:9]=[C:10]3[CH:15]=[N:14][C:13]=2[NH:16][CH:17]=1. The yield is 0.170. (2) The reactants are [NH2:1][C:2]1[CH:7]=[CH:6][CH:5]=[CH:4][CH:3]=1.C([O-])([O-])=O.[Cs+].[Cs+].Cl[C:15]1[N:20]=[CH:19][N:18]=[C:17]([NH:21][C:22]2[CH:27]=[CH:26][CH:25]=[C:24]([NH2:28])[N:23]=2)[CH:16]=1. The catalyst is CN(C=O)C. The product is [NH2:28][C:24]1[N:23]=[C:22]([NH:21][C:17]2[CH:16]=[C:15]([NH:1][C:2]3[CH:7]=[CH:6][CH:5]=[CH:4][CH:3]=3)[N:20]=[CH:19][N:18]=2)[CH:27]=[CH:26][CH:25]=1. The yield is 0.233. (3) The reactants are [N:1]1[C:2]([CH2:10][N:11]([CH3:22])[C@@H:12]2[C:21]3[N:20]=[CH:19][CH:18]=[CH:17][C:16]=3[CH2:15][CH2:14][CH2:13]2)=[CH:3][N:4]2[CH:9]=[CH:8][CH:7]=[CH:6][C:5]=12.CNC(C)C.[CH3:28][N:29]([CH2:40]C1N=C2C=CC=CN2C=1CN1CCOCC1)[C@@H:30]1[C:39]2N=CC=CC=2CC[CH2:31]1. No catalyst specified. The product is [CH3:22][N:11]([CH2:10][C:2]1[N:1]=[C:5]2[CH:6]=[CH:7][CH:8]=[CH:9][N:4]2[C:3]=1[CH2:28][N:29]([CH3:40])[CH:30]([CH3:39])[CH3:31])[C@@H:12]1[C:21]2[N:20]=[CH:19][CH:18]=[CH:17][C:16]=2[CH2:15][CH2:14][CH2:13]1. The yield is 0.680.